Dataset: NCI-60 drug combinations with 297,098 pairs across 59 cell lines. Task: Regression. Given two drug SMILES strings and cell line genomic features, predict the synergy score measuring deviation from expected non-interaction effect. (1) Drug 1: CC(C1=C(C=CC(=C1Cl)F)Cl)OC2=C(N=CC(=C2)C3=CN(N=C3)C4CCNCC4)N. Drug 2: CC1C(C(CC(O1)OC2CC(OC(C2O)C)OC3=CC4=CC5=C(C(=O)C(C(C5)C(C(=O)C(C(C)O)O)OC)OC6CC(C(C(O6)C)O)OC7CC(C(C(O7)C)O)OC8CC(C(C(O8)C)O)(C)O)C(=C4C(=C3C)O)O)O)O. Cell line: HT29. Synergy scores: CSS=-0.390, Synergy_ZIP=-1.24, Synergy_Bliss=-2.87, Synergy_Loewe=-5.54, Synergy_HSA=-5.22. (2) Drug 1: C1C(C(OC1N2C=C(C(=O)NC2=O)F)CO)O. Drug 2: C1=CC=C(C(=C1)C(C2=CC=C(C=C2)Cl)C(Cl)Cl)Cl. Cell line: SNB-75. Synergy scores: CSS=27.3, Synergy_ZIP=-3.98, Synergy_Bliss=-0.624, Synergy_Loewe=-57.8, Synergy_HSA=0.896. (3) Drug 1: C1CCC(C1)C(CC#N)N2C=C(C=N2)C3=C4C=CNC4=NC=N3. Drug 2: C1CN(P(=O)(OC1)NCCCl)CCCl. Cell line: NCI-H322M. Synergy scores: CSS=1.19, Synergy_ZIP=0.622, Synergy_Bliss=0.480, Synergy_Loewe=-1.29, Synergy_HSA=-0.618. (4) Drug 1: CC12CCC(CC1=CCC3C2CCC4(C3CC=C4C5=CN=CC=C5)C)O. Drug 2: C(=O)(N)NO. Cell line: MALME-3M. Synergy scores: CSS=9.31, Synergy_ZIP=-2.12, Synergy_Bliss=3.21, Synergy_Loewe=2.99, Synergy_HSA=3.01. (5) Drug 1: CC1=C2C(C(=O)C3(C(CC4C(C3C(C(C2(C)C)(CC1OC(=O)C(C(C5=CC=CC=C5)NC(=O)C6=CC=CC=C6)O)O)OC(=O)C7=CC=CC=C7)(CO4)OC(=O)C)O)C)OC(=O)C. Drug 2: CN(CC1=CN=C2C(=N1)C(=NC(=N2)N)N)C3=CC=C(C=C3)C(=O)NC(CCC(=O)O)C(=O)O. Cell line: MDA-MB-435. Synergy scores: CSS=26.6, Synergy_ZIP=0.174, Synergy_Bliss=4.43, Synergy_Loewe=-35.7, Synergy_HSA=2.34. (6) Drug 1: C1=CC(=CC=C1CCC2=CNC3=C2C(=O)NC(=N3)N)C(=O)NC(CCC(=O)O)C(=O)O. Drug 2: CCC(=C(C1=CC=CC=C1)C2=CC=C(C=C2)OCCN(C)C)C3=CC=CC=C3.C(C(=O)O)C(CC(=O)O)(C(=O)O)O. Cell line: T-47D. Synergy scores: CSS=14.0, Synergy_ZIP=-1.56, Synergy_Bliss=3.64, Synergy_Loewe=5.98, Synergy_HSA=6.18.